Predict the product of the given reaction. From a dataset of Forward reaction prediction with 1.9M reactions from USPTO patents (1976-2016). Given the reactants O[C:2]1([C:20]2[C:21]([CH3:30])=[C:22]3[C:26](=[CH:27][CH:28]=2)[C:25](=[O:29])[O:24][CH2:23]3)[O:12][CH2:11][CH:10]2[N:4]([CH2:5][CH2:6][N:7](C(OC(C)(C)C)=O)[CH2:8][CH2:9]2)[CH2:3]1.C([SiH](CC)CC)C.FC(F)(F)C(O)=O, predict the reaction product. The product is: [CH3:30][C:21]1[C:20]([CH:2]2[O:12][CH2:11][CH:10]3[N:4]([CH2:5][CH2:6][NH:7][CH2:8][CH2:9]3)[CH2:3]2)=[CH:28][CH:27]=[C:26]2[C:22]=1[CH2:23][O:24][C:25]2=[O:29].